This data is from Forward reaction prediction with 1.9M reactions from USPTO patents (1976-2016). The task is: Predict the product of the given reaction. (1) Given the reactants [F:1][C:2]([F:34])([F:33])[C:3]1[CH:32]=[CH:31][C:6]([O:7][C:8]2[NH:12][N:11]=[C:10]([C:13]3[CH:14]=[C:15]([C:19]4([NH:23][C:24](=[O:30])[O:25][C:26]([CH3:29])([CH3:28])[CH3:27])[CH2:22][O:21][CH2:20]4)[CH:16]=[CH:17][CH:18]=3)[CH:9]=2)=[CH:5][CH:4]=1.Cl[CH2:36][C:37]1[N:38]=[CH:39][O:40][CH:41]=1.[C:42]([O-:45])([O-])=[O:43].[K+].[K+].[CH3:48]N(C=O)C, predict the reaction product. The product is: [F:34][C:2]([F:1])([F:33])[C:3]1[CH:32]=[CH:31][C:6]([O:7][C:8]2[CH:9]=[C:10]([C:13]3[CH:18]=[CH:17][CH:16]=[C:15]([C:19]4([NH:23][C:24]([O:25][C:26]([CH3:28])([CH3:29])[CH3:27])=[O:30])[CH2:22][O:21][CH2:20]4)[CH:14]=3)[N:11]([CH2:48][C:42]([O:45][CH2:36][CH3:37])=[O:43])[N:12]=2)=[CH:5][CH:4]=1.[F:34][C:2]([F:1])([F:33])[C:3]1[CH:32]=[CH:31][C:6]([O:7][C:8]2[N:12]([CH2:36][C:37]3[N:38]=[CH:39][O:40][CH:41]=3)[N:11]=[C:10]([C:13]3[CH:14]=[C:15]([C:19]4([NH:23][C:24](=[O:30])[O:25][C:26]([CH3:28])([CH3:29])[CH3:27])[CH2:22][O:21][CH2:20]4)[CH:16]=[CH:17][CH:18]=3)[CH:9]=2)=[CH:5][CH:4]=1. (2) Given the reactants Br[C:2]1[CH:3]=[C:4]2[C:8](=[CH:9][CH:10]=1)[NH:7][N:6]=[CH:5]2.[CH3:11][C:12]1([CH3:28])[C:16]([CH3:18])([CH3:17])[O:15][B:14]([B:14]2[O:15][C:16]([CH3:18])([CH3:17])[C:12]([CH3:28])([CH3:11])[O:13]2)[O:13]1.C(Cl)Cl.CC([O-])=O.[K+], predict the reaction product. The product is: [CH3:11][C:12]1([CH3:28])[C:16]([CH3:18])([CH3:17])[O:15][B:14]([C:2]2[CH:3]=[C:4]3[C:8](=[CH:9][CH:10]=2)[NH:7][N:6]=[CH:5]3)[O:13]1. (3) Given the reactants [C:1]([NH:7][C:8](=[O:30])[NH:9][C:10]1[N:15]=[CH:14][C:13]([O:16][C:17]2[CH:22]=[CH:21][N:20]=[C:19]([NH:23][C:24](=O)[O:25]C(C)=C)[CH:18]=2)=[CH:12][CH:11]=1)(=[O:6])[C:2]([CH3:5])([CH3:4])[CH3:3].Cl.[NH:32]1[CH2:35][CH2:34][CH2:33]1.CN1CCCC1, predict the reaction product. The product is: [C:1]([NH:7][C:8](=[O:30])[NH:9][C:10]1[N:15]=[CH:14][C:13]([O:16][C:17]2[CH:22]=[CH:21][N:20]=[C:19]([NH:23][C:24]([N:32]3[CH2:35][CH2:34][CH2:33]3)=[O:25])[CH:18]=2)=[CH:12][CH:11]=1)(=[O:6])[C:2]([CH3:4])([CH3:3])[CH3:5]. (4) Given the reactants [CH2:1]([Mg]Br)[CH3:2].[CH3:5][O:6][C:7]1[CH:8]=[C:9]([NH:19][C:20]2[N:25]=[C:24]([C:26](=[O:28])[CH3:27])[CH:23]=[C:22]([CH2:29][O:30][CH2:31][C:32]([F:35])([F:34])[F:33])[N:21]=2)[CH:10]=[CH:11][C:12]=1[N:13]1[CH:17]=[C:16]([CH3:18])[N:15]=[CH:14]1.[Cl-].[NH4+], predict the reaction product. The product is: [CH3:5][O:6][C:7]1[CH:8]=[C:9]([NH:19][C:20]2[N:25]=[C:24]([C:26]([OH:28])([CH2:1][CH3:2])[CH3:27])[CH:23]=[C:22]([CH2:29][O:30][CH2:31][C:32]([F:33])([F:34])[F:35])[N:21]=2)[CH:10]=[CH:11][C:12]=1[N:13]1[CH:17]=[C:16]([CH3:18])[N:15]=[CH:14]1. (5) Given the reactants [N:1]1([C:6]2[CH:11]=[CH:10][C:9]([CH:12](C)[C:13]([OH:15])=[O:14])=[CH:8][CH:7]=2)[CH:5]=[N:4][N:3]=[N:2]1.NC1C=CC(CC(O)=O)=CC=1, predict the reaction product. The product is: [N:1]1([C:6]2[CH:7]=[CH:8][C:9]([CH2:12][C:13]([OH:15])=[O:14])=[CH:10][CH:11]=2)[CH:5]=[N:4][N:3]=[N:2]1.